Regression. Given two drug SMILES strings and cell line genomic features, predict the synergy score measuring deviation from expected non-interaction effect. From a dataset of NCI-60 drug combinations with 297,098 pairs across 59 cell lines. (1) Drug 1: C1CN(P(=O)(OC1)NCCCl)CCCl. Drug 2: C(CN)CNCCSP(=O)(O)O. Cell line: HCT116. Synergy scores: CSS=5.62, Synergy_ZIP=2.14, Synergy_Bliss=5.21, Synergy_Loewe=-4.49, Synergy_HSA=-3.68. (2) Drug 1: CC1=C(C=C(C=C1)C(=O)NC2=CC(=CC(=C2)C(F)(F)F)N3C=C(N=C3)C)NC4=NC=CC(=N4)C5=CN=CC=C5. Drug 2: COC1=NC(=NC2=C1N=CN2C3C(C(C(O3)CO)O)O)N. Cell line: CAKI-1. Synergy scores: CSS=-8.02, Synergy_ZIP=2.58, Synergy_Bliss=-2.20, Synergy_Loewe=-7.85, Synergy_HSA=-7.81. (3) Drug 1: C1=CC(=CC=C1CCCC(=O)O)N(CCCl)CCCl. Drug 2: C1C(C(OC1N2C=NC3=C2NC=NCC3O)CO)O. Cell line: SN12C. Synergy scores: CSS=7.20, Synergy_ZIP=-11.2, Synergy_Bliss=-7.50, Synergy_Loewe=-6.00, Synergy_HSA=-5.78. (4) Drug 1: C1=CC(=CC=C1CC(C(=O)O)N)N(CCCl)CCCl.Cl. Drug 2: CC1CCCC2(C(O2)CC(NC(=O)CC(C(C(=O)C(C1O)C)(C)C)O)C(=CC3=CSC(=N3)C)C)C. Cell line: SK-MEL-28. Synergy scores: CSS=-0.166, Synergy_ZIP=0.376, Synergy_Bliss=0.733, Synergy_Loewe=-6.84, Synergy_HSA=-4.31. (5) Drug 1: CC1=C2C(C(=O)C3(C(CC4C(C3C(C(C2(C)C)(CC1OC(=O)C(C(C5=CC=CC=C5)NC(=O)OC(C)(C)C)O)O)OC(=O)C6=CC=CC=C6)(CO4)OC(=O)C)OC)C)OC. Drug 2: C1=NNC2=C1C(=O)NC=N2. Cell line: SK-MEL-2. Synergy scores: CSS=51.2, Synergy_ZIP=10.1, Synergy_Bliss=10.8, Synergy_Loewe=-26.5, Synergy_HSA=8.20. (6) Drug 1: C1CCC(C1)C(CC#N)N2C=C(C=N2)C3=C4C=CNC4=NC=N3. Drug 2: C1CC(=O)NC(=O)C1N2C(=O)C3=CC=CC=C3C2=O. Cell line: CCRF-CEM. Synergy scores: CSS=1.54, Synergy_ZIP=0.854, Synergy_Bliss=2.75, Synergy_Loewe=1.13, Synergy_HSA=0.887.